From a dataset of Catalyst prediction with 721,799 reactions and 888 catalyst types from USPTO. Predict which catalyst facilitates the given reaction. (1) Reactant: C(O[C:6]([N:8]1[CH2:15][CH:14]2[CH:10]([CH2:11][N:12]([C:16]3[N:21]=[CH:20][CH:19]=[CH:18][N:17]=3)[CH2:13]2)[CH2:9]1)=[O:7])(C)(C)C.FC(F)(F)C(O)=O.[Cl:29][C:30]1[CH:31]=[C:32]([C:36]2[CH:41]=[CH:40][C:39](C(O)=O)=[CH:38][CH:37]=2)[CH:33]=[CH:34][CH:35]=1.F[P-](F)(F)(F)(F)F.N1(OC(N(C)C)=[N+](C)C)C2N=CC=CC=2N=N1.C(N(C(C)C)CC)(C)C. Product: [Cl:29][C:30]1[CH:31]=[C:32]([C:36]2[CH:37]=[CH:38][C:39]([C:6]([N:8]3[CH2:9][CH:10]4[CH:14]([CH2:13][N:12]([C:16]5[N:17]=[CH:18][CH:19]=[CH:20][N:21]=5)[CH2:11]4)[CH2:15]3)=[O:7])=[CH:40][CH:41]=2)[CH:33]=[CH:34][CH:35]=1. The catalyst class is: 795. (2) Reactant: [N:1]([CH2:4][CH:5]1[CH2:10][CH2:9][N:8]([C:11]2[CH:16]=[CH:15][CH:14]=[CH:13][CH:12]=2)[C:7](=[O:17])[CH2:6]1)=[N+]=[N-].C1(P(C2C=CC=CC=2)C2C=CC=CC=2)C=CC=CC=1.O. Product: [NH2:1][CH2:4][CH:5]1[CH2:10][CH2:9][N:8]([C:11]2[CH:16]=[CH:15][CH:14]=[CH:13][CH:12]=2)[C:7](=[O:17])[CH2:6]1. The catalyst class is: 7. (3) The catalyst class is: 15. Product: [Br:1][C:2]1[C:10]2[NH:9][C:8](=[O:13])[O:11][C:7](=[O:12])[C:6]=2[CH:5]=[CH:4][CH:3]=1. Reactant: [Br:1][C:2]1[CH:3]=[CH:4][CH:5]=[C:6]2[C:10]=1[NH:9][C:8](=[O:11])[C:7]2=[O:12].[OH:13]O. (4) Reactant: [C:1](Cl)(=[O:6])[CH2:2][C:3](Cl)=[O:4].[I:8][C:9]1[CH:14]=[CH:13][C:12]([NH:15][NH2:16])=[CH:11][CH:10]=1. The catalyst class is: 1. Product: [I:8][C:9]1[CH:14]=[CH:13][C:12]([N:15]2[C:3](=[O:4])[CH2:2][C:1](=[O:6])[NH:16]2)=[CH:11][CH:10]=1. (5) Reactant: [N:1]1[CH:6]=[CH:5][CH:4]=[N:3][C:2]=1[N:7]1[CH2:12][CH2:11][CH:10]([OH:13])[CH2:9][CH2:8]1.C(N(CC)CC)C.[CH3:21][S:22](Cl)(=[O:24])=[O:23].O. Product: [N:1]1[CH:6]=[CH:5][CH:4]=[N:3][C:2]=1[N:7]1[CH2:8][CH2:9][CH:10]([O:13][S:22]([CH3:21])(=[O:24])=[O:23])[CH2:11][CH2:12]1. The catalyst class is: 4. (6) Reactant: [CH2:1]([C:13]1[CH:18]=[CH:17][C:16]([C:19]2[O:23][N:22]=[C:21]([C:24]3([C:27]([NH2:29])=O)[CH2:26][CH2:25]3)[N:20]=2)=[CH:15][CH:14]=1)[CH2:2][CH2:3][CH2:4][CH2:5][CH2:6][CH2:7][CH2:8][CH2:9][CH2:10][CH2:11][CH3:12].N1C(C)=CC(C)=CC=1C.N1C(Cl)=NC(Cl)=NC=1Cl. Product: [CH2:1]([C:13]1[CH:18]=[CH:17][C:16]([C:19]2[O:23][N:22]=[C:21]([C:24]3([C:27]#[N:29])[CH2:26][CH2:25]3)[N:20]=2)=[CH:15][CH:14]=1)[CH2:2][CH2:3][CH2:4][CH2:5][CH2:6][CH2:7][CH2:8][CH2:9][CH2:10][CH2:11][CH3:12]. The catalyst class is: 3. (7) Reactant: CC1(C)OC(=O)[CH:5]([CH:9]([C:13]2[CH:18]=[CH:17][C:16]([S:19][CH2:20][C:21]3[CH:26]=[CH:25][CH:24]=[CH:23][C:22]=3[CH3:27])=[CH:15][CH:14]=2)[C:10]#[C:11][CH3:12])[C:4](=[O:28])[O:3]1.N1C=CC=CC=1.Cl. Product: [CH3:27][C:22]1[CH:23]=[CH:24][CH:25]=[CH:26][C:21]=1[CH2:20][S:19][C:16]1[CH:17]=[CH:18][C:13]([CH:9]([C:10]#[C:11][CH3:12])[CH2:5][C:4]([OH:28])=[O:3])=[CH:14][CH:15]=1. The catalyst class is: 6. (8) Reactant: [CH3:1][C:2]1[CH:3]=[C:4]([CH:29]([OH:32])CO)[C:5]([CH2:21][O:22][CH:23]2[CH2:28][CH2:27][CH2:26][CH2:25][O:24]2)=[C:6]2[C:10]=1[N:9]([S:11]([C:14]1[CH:20]=[CH:19][C:17]([CH3:18])=[CH:16][CH:15]=1)(=[O:13])=[O:12])[CH:8]=[CH:7]2.O. Product: [CH3:1][C:2]1[CH:3]=[C:4]([CH:29]=[O:32])[C:5]([CH2:21][O:22][CH:23]2[CH2:28][CH2:27][CH2:26][CH2:25][O:24]2)=[C:6]2[C:10]=1[N:9]([S:11]([C:14]1[CH:15]=[CH:16][C:17]([CH3:18])=[CH:19][CH:20]=1)(=[O:13])=[O:12])[CH:8]=[CH:7]2. The catalyst class is: 49. (9) Reactant: [C:1]([O:5][C:6]([NH:8][C:9]([CH3:36])([CH2:29][C:30]1[CH:35]=[CH:34][CH:33]=[CH:32][CH:31]=1)[CH2:10][O:11][CH2:12][C:13]1[CH:14]=[C:15]([CH:19]=[C:20]([C:22]2([C:27]#[N:28])[CH2:26][CH2:25][CH2:24][CH2:23]2)[CH:21]=1)[C:16]([OH:18])=O)=[O:7])([CH3:4])([CH3:3])[CH3:2].[F:37][C:38]1[CH:43]=[CH:42][C:41]([C@H:44]([NH2:46])[CH3:45])=[CH:40][CH:39]=1.F[P-](F)(F)(F)(F)F.N1(O[P+](N(C)C)(N(C)C)N(C)C)C2C=CC=CC=2N=N1.C(N(C(C)C)CC)(C)C. Product: [C:1]([O:5][C:6]([NH:8][C:9]([CH3:36])([CH2:29][C:30]1[CH:31]=[CH:32][CH:33]=[CH:34][CH:35]=1)[CH2:10][O:11][CH2:12][C:13]1[CH:14]=[C:15]([CH:19]=[C:20]([C:22]2([C:27]#[N:28])[CH2:26][CH2:25][CH2:24][CH2:23]2)[CH:21]=1)[C:16]([NH:46][CH:44]([C:41]1[CH:42]=[CH:43][C:38]([F:37])=[CH:39][CH:40]=1)[CH3:45])=[O:18])=[O:7])([CH3:4])([CH3:3])[CH3:2]. The catalyst class is: 3. (10) Reactant: C([Li])(C)(C)C.Br[C:7]1[C:15]([O:16][CH3:17])=[C:14]([O:18][CH3:19])[C:13]([O:20][CH3:21])=[CH:12][C:8]=1[C:9]([OH:11])=[O:10].Cl[C:23]([O:25][CH2:26][C:27]1[CH:32]=[CH:31][CH:30]=[CH:29][CH:28]=1)=[O:24].Cl. Product: [C:23]([C:7]1[C:15]([O:16][CH3:17])=[C:14]([O:18][CH3:19])[C:13]([O:20][CH3:21])=[CH:12][C:8]=1[C:9]([OH:11])=[O:10])([O:25][CH2:26][C:27]1[CH:32]=[CH:31][CH:30]=[CH:29][CH:28]=1)=[O:24]. The catalyst class is: 20.